From a dataset of Reaction yield outcomes from USPTO patents with 853,638 reactions. Predict the reaction yield, written as a fraction of the theoretical maximum amount of product (1.0 means a 100% yield; for example, 0.34 means a 34% yield). The reactants are [CH3:1][C:2]1([CH3:9])[CH2:7][CH2:6][C:5](=[O:8])[CH:4]=[CH:3]1.[Li+].[CH3:11][Si]([N-][Si](C)(C)C)(C)C.IC. The catalyst is O1CCCC1. The product is [CH3:1][C:2]1([CH3:9])[CH2:7][CH:6]([CH3:11])[C:5](=[O:8])[CH:4]=[CH:3]1. The yield is 0.720.